This data is from Orexin1 receptor HTS with 218,158 compounds and 233 confirmed actives. The task is: Binary Classification. Given a drug SMILES string, predict its activity (active/inactive) in a high-throughput screening assay against a specified biological target. (1) The molecule is Fc1c(C(=O)NC2CC3N(C(C2)CCC3)CCC)cccc1. The result is 0 (inactive). (2) The drug is Brc1ccc(S(=O)(=O)c2nc(oc2N(C)C)c2occc2)cc1. The result is 0 (inactive). (3) The drug is S(=O)(=O)(/N=C(/N)COc1nn(c2ccccc2)cn1)c1ccccc1. The result is 0 (inactive). (4) The molecule is Fc1cc(C2N=C(N(C(=C2C(OC)=O)C)Cc2ccccc2)NCc2cc(ccc2)C(F)(F)F)ccc1. The result is 0 (inactive). (5) The molecule is S(c1n(CC2Oc3c(OC2)cccc3)c(=O)c2c(n1)cccc2)CC(OCC)=O. The result is 0 (inactive).